This data is from Forward reaction prediction with 1.9M reactions from USPTO patents (1976-2016). The task is: Predict the product of the given reaction. (1) The product is: [Br-:9].[O:12]=[C:11]([C:13]1[CH:18]=[CH:17][CH:16]=[CH:15][CH:14]=1)[CH2:10][N+:3]1[CH:4]=[CH:5][S:1][C:2]=1[CH:6]([OH:8])[CH3:7]. Given the reactants [S:1]1[CH:5]=[CH:4][N:3]=[C:2]1[CH:6]([OH:8])[CH3:7].[Br:9][CH2:10][C:11]([C:13]1[CH:18]=[CH:17][CH:16]=[CH:15][CH:14]=1)=[O:12].C(#N)C, predict the reaction product. (2) Given the reactants [ClH:1].[CH3:2][C:3]1[CH:8]=[CH:7][C:6]([C:9]2[CH:14]=[CH:13][C:12]([CH2:15][C@H:16]([NH:31][C:32]([C@H:34]3[CH2:39][CH2:38][C@H:37]([CH2:40][NH:41]C(=O)OC(C)(C)C)[CH2:36][CH2:35]3)=[O:33])[C:17](=[O:30])[NH:18][C:19]3[CH:24]=[CH:23][C:22]([C:25]4[N:26]=[N:27][NH:28][N:29]=4)=[CH:21][CH:20]=3)=[CH:11][CH:10]=2)=[CH:5][C:4]=1[NH:49][C:50]([CH:52]1[CH2:57][CH2:56][O:55][CH2:54][CH2:53]1)=[O:51], predict the reaction product. The product is: [ClH:1].[NH2:41][CH2:40][C@H:37]1[CH2:36][CH2:35][C@H:34]([C:32]([NH:31][C@H:16]([C:17](=[O:30])[NH:18][C:19]2[CH:20]=[CH:21][C:22]([C:25]3[N:26]=[N:27][NH:28][N:29]=3)=[CH:23][CH:24]=2)[CH2:15][C:12]2[CH:11]=[CH:10][C:9]([C:6]3[CH:7]=[CH:8][C:3]([CH3:2])=[C:4]([NH:49][C:50]([CH:52]4[CH2:53][CH2:54][O:55][CH2:56][CH2:57]4)=[O:51])[CH:5]=3)=[CH:14][CH:13]=2)=[O:33])[CH2:39][CH2:38]1. (3) Given the reactants [C:1]([O:5][C:6]([N:8]1[CH2:12][CH2:11][C@@H:10]([O:13][Si:14]([C:17]([CH3:20])([CH3:19])[CH3:18])([CH3:16])[CH3:15])[C@@:9]1([CH2:22][OH:23])[CH3:21])=[O:7])([CH3:4])([CH3:3])[CH3:2].ClC1C(C)=C(N=C=O)C=CC=1C#N, predict the reaction product. The product is: [C:1]([O:5][C:6]([N:8]1[CH2:12][CH2:11][C@H:10]([O:13][Si:14]([C:17]([CH3:20])([CH3:19])[CH3:18])([CH3:16])[CH3:15])[C@:9]1([CH2:22][OH:23])[CH3:21])=[O:7])([CH3:4])([CH3:3])[CH3:2]. (4) Given the reactants [CH3:1][O:2][C:3]1[N:8]=[C:7]([C:9]2[N:13]3[CH2:14][CH2:15][CH2:16][C@@:17]([C:28]([OH:31])([CH3:30])[CH3:29])([O:18][C:19]4[CH:24]=[C:23]([F:25])[C:22]([F:26])=[C:21]([F:27])[CH:20]=4)[C:12]3=[N:11][N:10]=2)[CH:6]=[CH:5][C:4]=1[N:32]1[CH:36]=[C:35]([CH3:37])[N:34]=[CH:33]1.[P:38](=O)([OH:41])([OH:40])[OH:39], predict the reaction product. The product is: [P:38]([O:31][C:28]([C@@:17]1([O:18][C:19]2[CH:24]=[C:23]([F:25])[C:22]([F:26])=[C:21]([F:27])[CH:20]=2)[CH2:16][CH2:15][CH2:14][N:13]2[C:9]([C:7]3[CH:6]=[CH:5][C:4]([N:32]4[CH:36]=[C:35]([CH3:37])[N:34]=[CH:33]4)=[C:3]([O:2][CH3:1])[N:8]=3)=[N:10][N:11]=[C:12]12)([CH3:30])[CH3:29])([OH:41])([OH:40])=[O:39]. (5) Given the reactants [CH2:1]1[CH:6]([C:7]([OH:9])=[O:8])[CH2:5][CH2:4][CH:3]([OH:10])[CH2:2]1.[H-].[Na+].[Br:13][C:14]1[CH:15]=[CH:16][C:17](F)=[N:18][CH:19]=1, predict the reaction product. The product is: [Br:13][C:14]1[CH:15]=[CH:16][C:17]([O:10][C@@H:3]2[CH2:4][CH2:5][C@H:6]([C:7]([OH:9])=[O:8])[CH2:1][CH2:2]2)=[N:18][CH:19]=1. (6) Given the reactants [Cl:1][C:2]1[C:38]([C:39]([F:42])([F:41])[F:40])=[CH:37][CH:36]=[CH:35][C:3]=1[CH2:4][O:5][CH2:6][CH:7]1[CH2:34][CH2:33][C:10]2[N:11](C(C3C=CC=CC=3)(C3C=CC=CC=3)C3C=CC=CC=3)[CH:12]=[N:13][C:9]=2[CH2:8]1.ClC1C(C(F)(F)F)=CC=CC=1COCC1CCC2N=CN(C(C3C=CC=CC=3)(C3C=CC=CC=3)C3C=CC=CC=3)C=2C1, predict the reaction product. The product is: [Cl:1][C:2]1[C:38]([C:39]([F:41])([F:40])[F:42])=[CH:37][CH:36]=[CH:35][C:3]=1[CH2:4][O:5][CH2:6][CH:7]1[CH2:34][CH2:33][C:10]2[NH:11][CH:12]=[N:13][C:9]=2[CH2:8]1. (7) Given the reactants [CH3:1][O:2][C:3]1[CH:8]=[C:7]([N:9]2[CH2:14][CH2:13][O:12][CH2:11][CH2:10]2)[C:6]([N+:15]([O-])=O)=[CH:5][C:4]=1[NH:18][C:19]1[N:24]=[C:23]([N:25]2[CH:29]=[C:28]([CH:30]=O)[CH:27]=[N:26]2)[C:22]([CH3:32])=[CH:21][N:20]=1.[CH3:33][NH:34][CH3:35], predict the reaction product. The product is: [CH3:33][N:34]([CH2:30][C:28]1[CH:27]=[N:26][N:25]([C:23]2[C:22]([CH3:32])=[CH:21][N:20]=[C:19]([NH:18][C:4]3[C:3]([O:2][CH3:1])=[CH:8][C:7]([N:9]4[CH2:14][CH2:13][O:12][CH2:11][CH2:10]4)=[C:6]([NH:15][C:3](=[O:2])[CH:4]=[CH2:5])[CH:5]=3)[N:24]=2)[CH:29]=1)[CH3:35].